Dataset: Reaction yield outcomes from USPTO patents with 853,638 reactions. Task: Predict the reaction yield, written as a fraction of the theoretical maximum amount of product (1.0 means a 100% yield; for example, 0.34 means a 34% yield). (1) The reactants are C(N)C1C=CC=CC=1.[NH2:9][CH2:10][C:11]1[CH:12]=[N:13][CH:14]=[CH:15][CH:16]=1.[F:17][C:18]1[CH:43]=[CH:42][C:21]([O:22][CH2:23][CH2:24][N:25]([CH3:41])[C:26]2[N:31]=[C:30]([C:32]3[S:33][C:34]([C:38](O)=[O:39])=[C:35]([CH3:37])[N:36]=3)[CH:29]=[N:28][CH:27]=2)=[CH:20][CH:19]=1. No catalyst specified. The product is [N:13]1[CH:14]=[CH:15][CH:16]=[C:11]([CH2:10][NH:9][C:38]([C:34]2[S:33][C:32]([C:30]3[CH:29]=[N:28][CH:27]=[C:26]([N:25]([CH2:24][CH2:23][O:22][C:21]4[CH:20]=[CH:19][C:18]([F:17])=[CH:43][CH:42]=4)[CH3:41])[N:31]=3)=[N:36][C:35]=2[CH3:37])=[O:39])[CH:12]=1. The yield is 0.850. (2) The reactants are Cl.CN(C)CCCN=C=NCC.Cl.[Cl:14][CH2:15][CH2:16][NH2:17].[CH3:18][O:19][CH2:20][C:21](O)=[O:22]. The catalyst is CN(C)C1C=CN=CC=1.CN(C=O)C. The product is [Cl:14][CH2:15][CH2:16][NH:17][C:21](=[O:22])[CH2:20][O:19][CH3:18]. The yield is 0.390. (3) The reactants are [Br:1][C:2]1[CH:3]=[C:4]2[C:8](=[C:9]([C:11](O)=[O:12])[CH:10]=1)[NH:7][CH:6]=[C:5]2[CH:14]1[CH2:19][CH2:18][CH2:17][S:16](=[O:21])(=[O:20])[CH2:15]1.C(Cl)CCl.C1C=CC2N(O)N=[N:32]C=2C=1.N.O1CCOCC1. The catalyst is CN(C=O)C.O. The product is [Br:1][C:2]1[CH:3]=[C:4]2[C:8](=[C:9]([C:11]([NH2:32])=[O:12])[CH:10]=1)[NH:7][CH:6]=[C:5]2[CH:14]1[CH2:19][CH2:18][CH2:17][S:16](=[O:21])(=[O:20])[CH2:15]1. The yield is 0.870. (4) The reactants are C[O:2][C:3]([C:5]1([C:8]2[CH:9]=[CH:10][C:11]3[O:15][CH2:14][C:13]([CH3:17])([CH3:16])[C:12]=3[CH:18]=2)[CH2:7][CH2:6]1)=[O:4].[Li+].[OH-].Cl. The catalyst is CO. The product is [CH3:16][C:13]1([CH3:17])[C:12]2[CH:18]=[C:8]([C:5]3([C:3]([OH:4])=[O:2])[CH2:6][CH2:7]3)[CH:9]=[CH:10][C:11]=2[O:15][CH2:14]1. The yield is 0.410. (5) The yield is 0.820. The product is [Si:1]([O:18][CH2:19][C@@H:20]1[CH2:24][CH:23]=[CH:22][N:21]1[C:26]([O:28][C:29]([CH3:32])([CH3:31])[CH3:30])=[O:27])([C:14]([CH3:16])([CH3:17])[CH3:15])([C:8]1[CH:13]=[CH:12][CH:11]=[CH:10][CH:9]=1)[C:2]1[CH:7]=[CH:6][CH:5]=[CH:4][CH:3]=1. The catalyst is CN(C1C=CN=CC=1)C.C1(C)C=CC=CC=1. The reactants are [Si:1]([O:18][CH2:19][C@@H:20]1[CH2:24][CH2:23][C:22](=O)[N:21]1[C:26]([O:28][C:29]([CH3:32])([CH3:31])[CH3:30])=[O:27])([C:14]([CH3:17])([CH3:16])[CH3:15])([C:8]1[CH:13]=[CH:12][CH:11]=[CH:10][CH:9]=1)[C:2]1[CH:7]=[CH:6][CH:5]=[CH:4][CH:3]=1.C([BH-](CC)CC)C.[Li+].CCN(C(C)C)C(C)C.FC(F)(F)C(OC(=O)C(F)(F)F)=O. (6) The reactants are [C:1]([C:5]1[CH:13]=[CH:12][C:8]([C:9](Cl)=[O:10])=[CH:7][CH:6]=1)([CH3:4])([CH3:3])[CH3:2].CN1CCN(C)C1=O.[CH3:22][C:23]([C:25]1[CH:30]=[CH:29][C:28]([O:31][CH3:32])=[CH:27][CH:26]=1)=[O:24].C(N(CC)CC)C. The catalyst is CCCCCC.C(OCC)(=O)C.C(Cl)(Cl)Cl. The product is [C:1]([C:5]1[CH:13]=[CH:12][C:8]([C:9]([O:24][C:23]([C:25]2[CH:30]=[CH:29][C:28]([O:31][CH3:32])=[CH:27][CH:26]=2)=[CH2:22])=[O:10])=[CH:7][CH:6]=1)([CH3:4])([CH3:3])[CH3:2]. The yield is 0.250. (7) The reactants are [N:1]1[CH:6]=[CH:5][CH:4]=[C:3]([OH:7])[CH:2]=1.[H-].[Na+].Cl[C:11]1[C:12]2[N:20]=[C:19]([Cl:21])[CH:18]=[CH:17][C:13]=2[N:14]=[CH:15][N:16]=1. The catalyst is CN(C=O)C.O. The product is [Cl:21][C:19]1[CH:18]=[CH:17][C:13]2[N:14]=[CH:15][N:16]=[C:11]([O:7][C:3]3[CH:2]=[N:1][CH:6]=[CH:5][CH:4]=3)[C:12]=2[N:20]=1. The yield is 0.700.